Dataset: Forward reaction prediction with 1.9M reactions from USPTO patents (1976-2016). Task: Predict the product of the given reaction. (1) Given the reactants Cl.[CH2:2]([O:9][C:10]1[CH:19]=[CH:18][CH:17]=[C:16]2[C:11]=1[CH2:12][CH2:13][CH2:14][CH:15]2[C:20]([N:22]([C:29]1[CH:30]=[N:31][C:32]([CH:35]([CH3:37])[CH3:36])=[CH:33][CH:34]=1)[CH2:23][C:24]1[CH:25]=[N:26][NH:27][CH:28]=1)=[O:21])[C:3]1[CH:8]=[CH:7][CH:6]=[CH:5][CH:4]=1.Cl[CH2:39][C:40]1[N:45]=[C:44]([N:46]2[CH2:51][CH2:50][O:49][CH2:48][CH2:47]2)[CH:43]=[CH:42][CH:41]=1, predict the reaction product. The product is: [CH2:2]([O:9][C:10]1[CH:19]=[CH:18][CH:17]=[C:16]2[C:11]=1[CH2:12][CH2:13][CH2:14][CH:15]2[C:20]([N:22]([C:29]1[CH:30]=[N:31][C:32]([CH:35]([CH3:37])[CH3:36])=[CH:33][CH:34]=1)[CH2:23][C:24]1[CH:25]=[N:26][N:27]([CH2:39][C:40]2[CH:41]=[CH:42][CH:43]=[C:44]([N:46]3[CH2:47][CH2:48][O:49][CH2:50][CH2:51]3)[N:45]=2)[CH:28]=1)=[O:21])[C:3]1[CH:8]=[CH:7][CH:6]=[CH:5][CH:4]=1. (2) Given the reactants [CH3:1][C:2]1[CH:3]=[C:4]([OH:9])[CH:5]=[C:6]([CH3:8])[CH:7]=1.Br[CH2:11][C:12]([O:14][CH2:15][CH3:16])=[O:13].C([O-])([O-])=O.[K+].[K+].O, predict the reaction product. The product is: [CH3:1][C:2]1[CH:3]=[C:4]([CH:5]=[C:6]([CH3:8])[CH:7]=1)[O:9][CH2:11][C:12]([O:14][CH2:15][CH3:16])=[O:13]. (3) The product is: [CH2:26]([C:19]1[CH:20]=[CH:21][CH:22]=[C:23]([CH2:24][CH3:25])[C:18]=1[C:9]1[CH:8]=[C:7]([O:2][CH3:1])[C:16]2[C:15](=[O:17])[CH2:14][CH2:13][CH2:12][C:11]=2[N:10]=1)[CH3:27]. Given the reactants [CH3:1][O-:2].[Na+].CO.Cl[C:7]1[C:16]2[C:15](=[O:17])[CH2:14][CH2:13][CH2:12][C:11]=2[N:10]=[C:9]([C:18]2[C:23]([CH2:24][CH3:25])=[CH:22][CH:21]=[CH:20][C:19]=2[CH2:26][CH3:27])[CH:8]=1, predict the reaction product. (4) Given the reactants [CH3:1][O:2][C:3](=[O:34])[CH:4]([NH:15][C:16](=[O:33])[CH:17]=[C:18]1[CH2:23][CH2:22][C:21]([N:30]([CH3:32])[CH3:31])([C:24]2[CH:29]=[CH:28][CH:27]=[CH:26][CH:25]=2)[CH2:20][CH2:19]1)[CH2:5][C:6]1[C:14]2[C:9](=[CH:10][CH:11]=[CH:12][CH:13]=2)[NH:8][CH:7]=1.[Cl:35][Si](C)(C)C, predict the reaction product. The product is: [ClH:35].[CH3:1][O:2][C:3](=[O:34])[CH:4]([NH:15][C:16](=[O:33])[CH:17]=[C:18]1[CH2:19][CH2:20][C:21]([N:30]([CH3:31])[CH3:32])([C:24]2[CH:29]=[CH:28][CH:27]=[CH:26][CH:25]=2)[CH2:22][CH2:23]1)[CH2:5][C:6]1[C:14]2[C:9](=[CH:10][CH:11]=[CH:12][CH:13]=2)[NH:8][CH:7]=1. (5) Given the reactants C([O:8][C:9]1[C:14]([O:15][CH3:16])=[CH:13][C:12]([CH:17]=[CH:18][C:19]([O:21][CH2:22][CH3:23])=[O:20])=[CH:11][C:10]=1[F:24])C1C=CC=CC=1.Cl, predict the reaction product. The product is: [F:24][C:10]1[CH:11]=[C:12]([CH2:17][CH2:18][C:19]([O:21][CH2:22][CH3:23])=[O:20])[CH:13]=[C:14]([O:15][CH3:16])[C:9]=1[OH:8].